From a dataset of Forward reaction prediction with 1.9M reactions from USPTO patents (1976-2016). Predict the product of the given reaction. (1) Given the reactants C(=O)([O-])[O-].[Cs+].[Cs+].[F:7][C:8]([F:20])([F:19])[O:9][C:10]1[CH:11]=[C:12](B(O)O)[CH:13]=[CH:14][CH:15]=1.ClCCl.[CH3:24][O:25][C:26]1[CH:56]=[C:55]([O:57][CH3:58])[CH:54]=[CH:53][C:27]=1[CH2:28][N:29]1[CH2:34][CH:33]([CH:35]2[CH2:40][CH2:39][N:38]([C:41]([O:43][C:44]([CH3:47])([CH3:46])[CH3:45])=[O:42])[CH2:37][CH2:36]2)[N:32]2[CH:48]=[C:49](I)[CH:50]=[C:31]2[C:30]1=[O:52], predict the reaction product. The product is: [CH3:24][O:25][C:26]1[CH:56]=[C:55]([O:57][CH3:58])[CH:54]=[CH:53][C:27]=1[CH2:28][N:29]1[CH2:34][CH:33]([CH:35]2[CH2:36][CH2:37][N:38]([C:41]([O:43][C:44]([CH3:47])([CH3:46])[CH3:45])=[O:42])[CH2:39][CH2:40]2)[N:32]2[CH:48]=[C:49]([C:12]3[CH:13]=[CH:14][CH:15]=[C:10]([O:9][C:8]([F:20])([F:19])[F:7])[CH:11]=3)[CH:50]=[C:31]2[C:30]1=[O:52]. (2) Given the reactants F[C:2]1[CH:3]=[CH:4][C:5]([C:8]([O:10][CH2:11]C)=[O:9])=[N:6][CH:7]=1.[C:13](=O)([O-])[O-:14].[K+].[K+].C(O)(=O)CC(CC(O)=O)(C(O)=O)O, predict the reaction product. The product is: [CH3:13][O:14][C:2]1[CH:3]=[CH:4][C:5]([C:8]([O:10][CH3:11])=[O:9])=[N:6][CH:7]=1. (3) Given the reactants [CH3:1][C:2]1[CH:7]=[C:6]([CH3:8])[CH:5]=[C:4]([CH3:9])[C:3]=1[NH:10][C:11]([NH:13][C:14]1[C:15]([C:24]([NH:26][C:27]2([C:32]([O:34]C)=[O:33])[CH2:31][CH2:30][CH2:29][CH2:28]2)=[O:25])=[CH:16][C:17]2[C:22]([CH:23]=1)=[CH:21][CH:20]=[CH:19][CH:18]=2)=[O:12].Cl, predict the reaction product. The product is: [CH3:1][C:2]1[CH:7]=[C:6]([CH3:8])[CH:5]=[C:4]([CH3:9])[C:3]=1[NH:10][C:11]([NH:13][C:14]1[C:15]([C:24]([NH:26][C:27]2([C:32]([OH:34])=[O:33])[CH2:31][CH2:30][CH2:29][CH2:28]2)=[O:25])=[CH:16][C:17]2[C:22]([CH:23]=1)=[CH:21][CH:20]=[CH:19][CH:18]=2)=[O:12]. (4) Given the reactants [CH3:1][O:2][C:3]1[N:8]=[C:7]([CH3:9])[C:6]([C:10]2[C:11]3[CH:18]=[C:17]([CH2:19][O:20][C:21]4[CH:26]=[CH:25][C:24]([C@@H:27]([C:34]#[C:35][CH3:36])[CH2:28][C:29]([O:31]CC)=[O:30])=[CH:23][CH:22]=4)[CH:16]=[CH:15][C:12]=3[S:13][CH:14]=2)=[CH:5][CH:4]=1.[Li+].[OH-].Cl, predict the reaction product. The product is: [CH3:1][O:2][C:3]1[N:8]=[C:7]([CH3:9])[C:6]([C:10]2[C:11]3[CH:18]=[C:17]([CH2:19][O:20][C:21]4[CH:22]=[CH:23][C:24]([C@@H:27]([C:34]#[C:35][CH3:36])[CH2:28][C:29]([OH:31])=[O:30])=[CH:25][CH:26]=4)[CH:16]=[CH:15][C:12]=3[S:13][CH:14]=2)=[CH:5][CH:4]=1. (5) The product is: [NH2:1][C@@H:2]([CH2:35][CH:36]1[CH2:37][CH2:38][CH2:39][CH2:40][CH2:41]1)[C@H:3]([OH:34])[CH2:4][N:5]([CH2:23][C:24]1[CH:29]=[C:28]([O:30][CH3:31])[CH:27]=[C:26]([O:32][CH3:33])[CH:25]=1)[C:6]([O:8][CH2:9][CH:10]1[C:11]2[CH:12]=[CH:13][CH:14]=[CH:15][C:16]=2[C:17]2[C:22]1=[CH:21][CH:20]=[CH:19][CH:18]=2)=[O:7]. Given the reactants [NH2:1][C@@H:2]([CH2:35][C:36]1[CH:37]=[C:38](C)[CH:39]=[CH:40][CH:41]=1)[C@H:3]([OH:34])[CH2:4][N:5]([CH2:23][C:24]1[CH:29]=[C:28]([O:30][CH3:31])[CH:27]=[C:26]([O:32][CH3:33])[CH:25]=1)[C:6]([O:8][CH2:9][CH:10]1[C:22]2[CH:21]=[CH:20][CH:19]=[CH:18][C:17]=2[C:16]2[C:11]1=[CH:12][CH:13]=[CH:14][CH:15]=2)=[O:7].O1C[C@@H]1[C@@H](NC(=O)OC(C)(C)C)CC1C=C(C)C=CC=1, predict the reaction product.